This data is from Full USPTO retrosynthesis dataset with 1.9M reactions from patents (1976-2016). The task is: Predict the reactants needed to synthesize the given product. (1) Given the product [CH3:12][CH:11]([N:8]1[C:9]2[CH:10]=[C:2]([C:18]3[CH:19]=[N:20][C:21]([N:33]4[CH2:32][CH2:31][N:30]([CH3:29])[CH2:35][CH2:34]4)=[CH:22][CH:23]=3)[CH:3]=[C:4]([C:14]([NH:16][CH2:17][C:18]3[C:19](=[O:28])[NH:20][C:21]([CH3:27])=[CH:22][C:23]=3[CH2:24][CH2:25][CH3:26])=[O:15])[C:5]=2[CH:6]=[N:7]1)[CH3:13], predict the reactants needed to synthesize it. The reactants are: Br[C:2]1[CH:3]=[C:4]([C:14]([NH:16][CH2:17][C:18]2[C:19](=[O:28])[NH:20][C:21]([CH3:27])=[CH:22][C:23]=2[CH2:24][CH2:25][CH3:26])=[O:15])[C:5]2[CH:6]=[N:7][N:8]([CH:11]([CH3:13])[CH3:12])[C:9]=2[CH:10]=1.[CH3:29][N:30]1[CH2:35][CH2:34][NH:33][CH2:32][CH:31]1C1C=CC(B2OC(C)(C)C(C)(C)O2)=CN=1. (2) Given the product [Br:11][C:9]1[CH:8]=[CH:7][C:3]([C:4]([C:16]2[CH:21]=[CH:20][CH:19]=[CH:18][CH:17]=2)=[O:6])=[C:2]([F:1])[CH:10]=1, predict the reactants needed to synthesize it. The reactants are: [F:1][C:2]1[CH:10]=[C:9]([Br:11])[CH:8]=[CH:7][C:3]=1[C:4]([OH:6])=O.S(Cl)(Cl)=O.[CH:16]1[CH:21]=[CH:20][CH:19]=[CH:18][CH:17]=1.[Cl-].[Cl-].[Cl-].[Al+3].Cl. (3) The reactants are: [Cl:1][C:2]1[CH:7]=[CH:6][C:5]([C@H:8]([C:19]2[CH:24]=[CH:23][C:22]([OH:25])=[CH:21][CH:20]=2)[CH2:9][C:10]([C:12]2[CH:17]=[CH:16][N:15]=[C:14]([CH3:18])[CH:13]=2)=O)=[C:4]([CH3:26])[CH:3]=1.Cl.[NH2:28][OH:29].C(=O)([O-])O.[Na+]. Given the product [Cl:1][C:2]1[CH:7]=[CH:6][C:5]([C@H:8]([C:19]2[CH:24]=[CH:23][C:22]([OH:25])=[CH:21][CH:20]=2)[CH2:9][C:10]([C:12]2[CH:17]=[CH:16][N:15]=[C:14]([CH3:18])[CH:13]=2)=[N:28][OH:29])=[C:4]([CH3:26])[CH:3]=1, predict the reactants needed to synthesize it. (4) Given the product [CH3:21][N:22]([CH3:24])[S:11]([C:5]1[C:4]2[C:8](=[C:9]([Cl:18])[CH:10]=[CH:2][CH:3]=2)[NH:7][CH:6]=1)(=[O:14])=[O:12], predict the reactants needed to synthesize it. The reactants are: Cl[C:2]1[CH:3]=[C:4]2[C:8](=[CH:9][CH:10]=1)[NH:7][CH:6]=[C:5]2[S:11]([OH:14])(=O)=[O:12].C(Cl)(=O)C([Cl:18])=O.[CH3:21][N:22]([CH:24]=O)C. (5) The reactants are: [F:1][C:2]1[C:3]([OH:11])=[C:4]([CH2:8][C:9]#[N:10])[CH:5]=[CH:6][CH:7]=1.[C:12](OC(=O)C)(=[O:14])[CH3:13].[BH4-].[Na+]. Given the product [F:1][C:2]1[C:3]([OH:11])=[C:4]([CH2:8][CH2:9][NH:10][C:12](=[O:14])[CH3:13])[CH:5]=[CH:6][CH:7]=1, predict the reactants needed to synthesize it. (6) Given the product [CH3:27][C:28]1[C:29]([N:35]2[CH2:36][CH2:37][N:38]([C:11]([C:10]3[CH:16]=[CH:17][C:7]([N:6]4[C@H:5]([C:18]5[CH:23]=[CH:22][CH:21]=[CH:20][CH:19]=5)[CH2:4][O:3][C:2]4=[O:1])=[CH:8][CH:9]=3)=[O:13])[CH2:39][CH2:40]2)=[N:30][CH:31]=[C:32]([CH3:34])[CH:33]=1, predict the reactants needed to synthesize it. The reactants are: [O:1]=[C:2]1[N:6]([C:7]2[CH:17]=[CH:16][C:10]([C:11]([O:13]CC)=O)=[CH:9][CH:8]=2)[C@H:5]([C:18]2[CH:23]=[CH:22][CH:21]=[CH:20][CH:19]=2)[CH2:4][O:3]1.[OH-].[Na+].Cl.[CH3:27][C:28]1[C:29]([N:35]2[CH2:40][CH2:39][NH:38][CH2:37][CH2:36]2)=[N:30][CH:31]=[C:32]([CH3:34])[CH:33]=1.O.[Cl-].COC1N=C(OC)N=C([N+]2(C)CCOCC2)N=1. (7) Given the product [Br:23][CH2:20][C:5]1[C:6]2[O:10][C:9]([C:11]3[CH:16]=[CH:15][C:14]([OH:17])=[CH:13][CH:12]=3)=[N:8][C:7]=2[CH:19]=[C:3]([OH:2])[CH:4]=1, predict the reactants needed to synthesize it. The reactants are: C[O:2][C:3]1[CH:4]=[C:5]([CH2:20]O)[C:6]2[O:10][C:9]([C:11]3[CH:16]=[CH:15][C:14]([O:17]C)=[CH:13][CH:12]=3)=[N:8][C:7]=2[CH:19]=1.B(Br)(Br)[Br:23].